Dataset: Forward reaction prediction with 1.9M reactions from USPTO patents (1976-2016). Task: Predict the product of the given reaction. (1) Given the reactants [NH2:1][C:2]1[CH:3]=[N:4][CH:5]=[CH:6][C:7]=1[CH:8]1[CH2:24][CH:12]2[N:13]([C:17]([O:19][C:20]([CH3:23])([CH3:22])[CH3:21])=[O:18])[C:14](=[O:16])[O:15][CH:11]2[CH2:10][CH2:9]1.[Br:25][C:26]1[N:31]=[C:30]([C:32](O)=[O:33])[CH:29]=[CH:28][C:27]=1[F:35], predict the reaction product. The product is: [Br:25][C:26]1[N:31]=[C:30]([C:32]([NH:1][C:2]2[CH:3]=[N:4][CH:5]=[CH:6][C:7]=2[CH:8]2[CH2:24][CH:12]3[N:13]([C:17]([O:19][C:20]([CH3:21])([CH3:23])[CH3:22])=[O:18])[C:14](=[O:16])[O:15][CH:11]3[CH2:10][CH2:9]2)=[O:33])[CH:29]=[CH:28][C:27]=1[F:35]. (2) Given the reactants F[C:2]1[CH:9]=[C:8]([N:10]2[C:18]3[CH2:17][C:16]([CH3:20])([CH3:19])[CH2:15][C:14](=[O:21])[C:13]=3[C:12]([CH3:22])=[N:11]2)[CH:7]=[C:6]([F:23])[C:3]=1[C:4]#[N:5].[NH2:24][CH:25]1[CH2:29][CH2:28][CH2:27][CH2:26]1.[CH:30](N(C(C)C)CC)(C)C, predict the reaction product. The product is: [CH:25]1([NH:24][C:2]2[CH:9]=[C:8]([N:10]3[C:18]4[CH2:17][C:16]([CH3:20])([CH3:19])[CH2:15][C:14](=[O:21])[C:13]=4[C:12]([CH2:22][CH3:30])=[N:11]3)[CH:7]=[C:6]([F:23])[C:3]=2[C:4]#[N:5])[CH2:29][CH2:28][CH2:27][CH2:26]1. (3) The product is: [CH3:37][O:38][C:39](=[O:47])[CH2:40][C:41]([CH3:46])([CH3:45])[CH2:42][CH2:43][N:18]1[C:19]2[C:20](=[CH:21][C:22]3[CH2:23][O:24][CH2:25][C:26]=3[CH:27]=2)[C@@H:14]([N:7]([CH2:6][C:5]2[CH:28]=[C:29]([C:31]([F:32])([F:33])[F:34])[CH:30]=[C:3]([C:2]([F:1])([F:35])[F:36])[CH:4]=2)[C:8]2[N:9]=[N:10][N:11]([CH3:13])[N:12]=2)[CH2:15][CH2:16][CH2:17]1. Given the reactants [F:1][C:2]([F:36])([F:35])[C:3]1[CH:4]=[C:5]([CH:28]=[C:29]([C:31]([F:34])([F:33])[F:32])[CH:30]=1)[CH2:6][N:7]([C@@H:14]1[C:20]2=[CH:21][C:22]3[CH2:23][O:24][CH2:25][C:26]=3[CH:27]=[C:19]2[NH:18][CH2:17][CH2:16][CH2:15]1)[C:8]1[N:9]=[N:10][N:11]([CH3:13])[N:12]=1.[CH3:37][O:38][C:39](=[O:47])[CH2:40][C:41]([CH3:46])([CH3:45])[CH2:42][CH:43]=O.C(O)(=O)C.C(O[BH-](OC(=O)C)OC(=O)C)(=O)C.[Na+], predict the reaction product. (4) Given the reactants [CH3:1][C:2]1[NH:3][C:4]2[C:5]([CH3:32])=[CH:6][NH:7][C:8](=[O:31])[C:9]=2[CH:10]([C:19]2[CH:20]=[CH:21][CH:22]=[C:23]3[C:28]=2[O:27][C:26]([CH3:29])=[CH:25][C:24]3=[O:30])[C:11]=1[C:12]([O:14][CH2:15][CH2:16][C:17]#[N:18])=[O:13].C(OCC)(OCC)O[CH2:35][CH3:36], predict the reaction product. The product is: [CH2:35]([O:31][C:8]1[N:7]=[CH:6][C:5]([CH3:32])=[C:4]2[C:9]=1[CH:10]([C:19]1[CH:20]=[CH:21][CH:22]=[C:23]3[C:28]=1[O:27][C:26]([CH3:29])=[CH:25][C:24]3=[O:30])[C:11]([C:12]([O:14][CH2:15][CH2:16][C:17]#[N:18])=[O:13])=[C:2]([CH3:1])[NH:3]2)[CH3:36]. (5) Given the reactants CC1(C)C2C(=C(P(C3C=CC=CC=3)C3C=CC=CC=3)C=CC=2)OC2C(P(C3C=CC=CC=3)C3C=CC=CC=3)=CC=CC1=2.C(=O)([O-])[O-].[Cs+].[Cs+].Cl[C:50]1[CH:51]=[CH:52][C:53]2[CH2:54][N:55]([CH3:67])[CH2:56][C@@H:57]([C:61]3[S:62][CH:63]=[C:64]([CH3:66])[N:65]=3)[O:58][C:59]=2[N:60]=1.[F:68][C:69]1[C:70]([NH2:83])=[N:71][C:72]([O:81][CH3:82])=[C:73]([C:75]2[CH:76]=[N:77][N:78]([CH3:80])[CH:79]=2)[CH:74]=1, predict the reaction product. The product is: [F:68][C:69]1[C:70]([NH:83][C:50]2[CH:51]=[CH:52][C:53]3[CH2:54][N:55]([CH3:67])[CH2:56][C@@H:57]([C:61]4[S:62][CH:63]=[C:64]([CH3:66])[N:65]=4)[O:58][C:59]=3[N:60]=2)=[N:71][C:72]([O:81][CH3:82])=[C:73]([C:75]2[CH:76]=[N:77][N:78]([CH3:80])[CH:79]=2)[CH:74]=1. (6) Given the reactants [C:1]([C:5]1[NH:6][C:7]2[C:12]([CH:13]=1)=[C:11]([F:14])[CH:10]=[CH:9][CH:8]=2)([CH3:4])([CH3:3])[CH3:2].[N+:15]([O-])([O-:17])=[O:16].[K+].O, predict the reaction product. The product is: [C:1]([C:5]1[NH:6][C:7]2[C:12]([CH:13]=1)=[C:11]([F:14])[C:10]([N+:15]([O-:17])=[O:16])=[CH:9][CH:8]=2)([CH3:4])([CH3:2])[CH3:3]. (7) Given the reactants C1C2C(COC(=O)[NH:17][C:18]([C:21](=[O:55])[NH:22][C@H:23]([CH2:44][O:45][CH2:46][C:47]3[CH:52]=[CH:51][C:50]([O:53][CH3:54])=[CH:49][CH:48]=3)[C:24]([N:26]3[CH2:43][CH2:42][CH2:41][C:28]4([C:32](=[O:33])[N:31]([CH3:34])[CH2:30][CH:29]4[C:35]4[CH:40]=[CH:39][CH:38]=[CH:37][CH:36]=4)[CH2:27]3)=[O:25])([CH3:20])[CH3:19])C3C(=CC=CC=3)C=2C=CC=1.N1CCCCC1, predict the reaction product. The product is: [NH2:17][C:18]([CH3:20])([CH3:19])[C:21]([NH:22][C@H:23]([CH2:44][O:45][CH2:46][C:47]1[CH:48]=[CH:49][C:50]([O:53][CH3:54])=[CH:51][CH:52]=1)[C:24]([N:26]1[CH2:43][CH2:42][CH2:41][C:28]2([C:32](=[O:33])[N:31]([CH3:34])[CH2:30][CH:29]2[C:35]2[CH:40]=[CH:39][CH:38]=[CH:37][CH:36]=2)[CH2:27]1)=[O:25])=[O:55].